This data is from NCI-60 drug combinations with 297,098 pairs across 59 cell lines. The task is: Regression. Given two drug SMILES strings and cell line genomic features, predict the synergy score measuring deviation from expected non-interaction effect. (1) Drug 1: CC1C(C(CC(O1)OC2CC(CC3=C2C(=C4C(=C3O)C(=O)C5=C(C4=O)C(=CC=C5)OC)O)(C(=O)CO)O)N)O.Cl. Drug 2: CC12CCC3C(C1CCC2OP(=O)(O)O)CCC4=C3C=CC(=C4)OC(=O)N(CCCl)CCCl.[Na+]. Cell line: SF-268. Synergy scores: CSS=1.70, Synergy_ZIP=2.98, Synergy_Bliss=-2.29, Synergy_Loewe=-3.19, Synergy_HSA=-2.94. (2) Drug 1: C1C(C(OC1N2C=C(C(=O)NC2=O)F)CO)O. Drug 2: C1CN(P(=O)(OC1)NCCCl)CCCl. Cell line: K-562. Synergy scores: CSS=7.58, Synergy_ZIP=1.81, Synergy_Bliss=8.62, Synergy_Loewe=-13.4, Synergy_HSA=3.34.